Predict which catalyst facilitates the given reaction. From a dataset of Catalyst prediction with 721,799 reactions and 888 catalyst types from USPTO. (1) Reactant: [CH2:1]([NH:8][C@H:9]1[CH2:14][CH2:13][C@@H:12]([NH:15][C:16]2[CH:21]=[C:20](Cl)[C:19]([CH3:23])=[CH:18][N+:17]=2[O-])[CH2:11][CH2:10]1)[C:2]1[CH:7]=[CH:6][CH:5]=[CH:4][CH:3]=1.[CH2:25]([NH:27][CH3:28])[CH3:26].C(O)CCC.C([O-])(O)=O.[Na+]. Product: [CH2:1]([NH:8][C@@H:9]1[CH2:14][CH2:13][C@H:12]([NH:15][C:16]2[CH:21]=[C:20]([N:27]([CH2:25][CH3:26])[CH3:28])[C:19]([CH3:23])=[CH:18][N:17]=2)[CH2:11][CH2:10]1)[C:2]1[CH:7]=[CH:6][CH:5]=[CH:4][CH:3]=1. The catalyst class is: 22. (2) Reactant: [NH2:1][CH2:2][CH2:3][CH2:4][N:5]1[CH2:10][CH2:9][CH:8]([C:11]2[CH:12]=[C:13]([NH:17][C:18](=[O:22])[CH:19]([CH3:21])[CH3:20])[CH:14]=[CH:15][CH:16]=2)[CH2:7][CH2:6]1.[F:23][C:24]1[CH:29]=[CH:28][CH:27]=[CH:26][C:25]=1[S:30](Cl)(=[O:32])=[O:31]. Product: [F:23][C:24]1[CH:29]=[CH:28][CH:27]=[CH:26][C:25]=1[S:30]([NH:1][CH2:2][CH2:3][CH2:4][N:5]1[CH2:10][CH2:9][CH:8]([C:11]2[CH:12]=[C:13]([NH:17][C:18](=[O:22])[CH:19]([CH3:20])[CH3:21])[CH:14]=[CH:15][CH:16]=2)[CH2:7][CH2:6]1)(=[O:32])=[O:31]. The catalyst class is: 1. (3) Reactant: [Cl:1][C:2]1[C:3](/[CH:28]=[CH:29]/[C:30]2[CH:35]=[CH:34][C:33]([O:36][CH3:37])=[CH:32][C:31]=2[CH3:38])=[C:4]([C:8]2[N:13]=[C:12]([N:14]3[C:18]([C:19]([F:22])([F:21])[F:20])=[C:17]([C:23]([O:25][CH2:26][CH3:27])=[O:24])[CH:16]=[N:15]3)[CH:11]=[CH:10][CH:9]=2)[CH:5]=[CH:6][CH:7]=1. Product: [Cl:1][C:2]1[C:3]([CH2:28][CH2:29][C:30]2[CH:35]=[CH:34][C:33]([O:36][CH3:37])=[CH:32][C:31]=2[CH3:38])=[C:4]([C:8]2[N:13]=[C:12]([N:14]3[C:18]([C:19]([F:22])([F:21])[F:20])=[C:17]([C:23]([O:25][CH2:26][CH3:27])=[O:24])[CH:16]=[N:15]3)[CH:11]=[CH:10][CH:9]=2)[CH:5]=[CH:6][CH:7]=1. The catalyst class is: 19. (4) Reactant: [F:1][C:2]1[CH:7]=[CH:6][C:5]([CH2:8][C:9]#[N:10])=[C:4]([CH3:11])[CH:3]=1.[H-].[Na+].Br[CH2:15][CH2:16][O:17][CH:18]1[CH2:23][CH2:22][CH2:21][CH2:20][O:19]1.[NH4+].[Cl-]. Product: [F:1][C:2]1[CH:7]=[CH:6][C:5]([CH:8]([CH2:15][CH2:16][O:17][CH:18]2[CH2:23][CH2:22][CH2:21][CH2:20][O:19]2)[C:9]#[N:10])=[C:4]([CH3:11])[CH:3]=1. The catalyst class is: 1. (5) Reactant: [OH:1][C@@H:2]1[CH2:21][C@@:20]2([CH3:22])[C@@H:13]([CH2:14][CH2:15][C@@H:16]2[C:17](=[O:19])[CH3:18])[C@H:12]2[C@H:3]1[C@:4]1([CH3:24])[C:9]([CH2:10][CH2:11]2)=[CH:8][C:7](=[O:23])[CH2:6][CH2:5]1.N1C=CN=C1.[Si:30](Cl)([C:33]([CH3:36])([CH3:35])[CH3:34])([CH3:32])[CH3:31]. The catalyst class is: 3. Product: [C:33]([Si:30]([CH3:32])([CH3:31])[O:1][C@@H:2]1[CH2:21][C@@:20]2([CH3:22])[C@@H:13]([CH2:14][CH2:15][C@@H:16]2[C:17](=[O:19])[CH3:18])[C@H:12]2[C@H:3]1[C@:4]1([CH3:24])[C:9]([CH2:10][CH2:11]2)=[CH:8][C:7](=[O:23])[CH2:6][CH2:5]1)([CH3:36])([CH3:35])[CH3:34]. (6) Reactant: [F:1][C:2]([F:30])([F:29])[C:3]1[CH:8]=[CH:7][C:6]([CH2:9][C:10]([N:12]2[CH2:17][CH2:16][N:15]([S:18]([C:21]3[CH:26]=[C:25]([Cl:27])[CH:24]=[C:23]([Cl:28])[CH:22]=3)(=[O:20])=[O:19])[CH2:14][CH2:13]2)=[O:11])=[CH:5][CH:4]=1.[H-].[Na+].[CH3:33]I. Product: [F:30][C:2]([F:1])([F:29])[C:3]1[CH:4]=[CH:5][C:6]([CH:9]([CH3:33])[C:10]([N:12]2[CH2:17][CH2:16][N:15]([S:18]([C:21]3[CH:22]=[C:23]([Cl:28])[CH:24]=[C:25]([Cl:27])[CH:26]=3)(=[O:20])=[O:19])[CH2:14][CH2:13]2)=[O:11])=[CH:7][CH:8]=1. The catalyst class is: 39. (7) Reactant: [N:1]1[C:9]([NH2:10])=[C:8]2[C:4]([N:5]=[CH:6][NH:7]2)=[N:3][CH:2]=1.I[C@H:12]1[C@H:19]2[CH2:20][C@H:15]([CH2:16][C:17](=[O:21])[NH:18]2)[CH2:14][CH2:13]1.C(=O)([O-])[O-].[K+].[K+]. Product: [O:21]=[C:17]1[CH2:16][C@H:15]2[CH2:20][C@H:19]([C@H:12]([N:5]3[CH:6]=[N:7][C:8]4[C:4]3=[N:3][CH:2]=[N:1][C:9]=4[NH2:10])[CH2:13][CH2:14]2)[NH:18]1. The catalyst class is: 16. (8) Reactant: [CH3:1][C:2]1([CH3:15])[O:7][C:6]2[CH:8]=[CH:9][CH:10]=[C:11]([CH2:12][CH2:13][OH:14])[C:5]=2[CH2:4][O:3]1.[CH3:16][S:17](Cl)(=[O:19])=[O:18]. Product: [CH3:16][S:17]([O:14][CH2:13][CH2:12][C:11]1[C:5]2[CH2:4][O:3][C:2]([CH3:15])([CH3:1])[O:7][C:6]=2[CH:8]=[CH:9][CH:10]=1)(=[O:19])=[O:18]. The catalyst class is: 49. (9) Reactant: [Br:1][C:2]1[CH:7]=[CH:6][C:5]([C:8]2(O)[CH2:13][CH2:12][CH:11]([CH2:14][CH2:15][CH3:16])[CH2:10][CH2:9]2)=[CH:4][CH:3]=1.C1(C)C=CC(S(O)(=O)=O)=CC=1.O. Product: [Br:1][C:2]1[CH:7]=[CH:6][C:5]([C:8]2[CH2:13][CH2:12][CH:11]([CH2:14][CH2:15][CH3:16])[CH2:10][CH:9]=2)=[CH:4][CH:3]=1. The catalyst class is: 11. (10) Reactant: [CH3:1][Mg+].[Br-].[CH3:4][C:5]1[C:6]([N:12]2[C:20]3[CH:19]=[CH:18][N:17]=[CH:16][C:15]=3[N:14]=[N:13]2)=[N:7][CH:8]=[C:9]([CH3:11])[CH:10]=1.[Cl:21][C:22]1[C:30]([C:31]([F:34])([F:33])[F:32])=[CH:29][CH:28]=[CH:27][C:23]=1[C:24](Cl)=[O:25]. Product: [Cl:21][C:22]1[C:30]([C:31]([F:34])([F:33])[F:32])=[CH:29][CH:28]=[CH:27][C:23]=1[C:24]([N:17]1[CH:18]=[CH:19][C:20]2[N:12]([C:6]3[C:5]([CH3:4])=[CH:10][C:9]([CH3:11])=[CH:8][N:7]=3)[N:13]=[N:14][C:15]=2[CH:16]1[CH3:1])=[O:25]. The catalyst class is: 1.